Predict the product of the given reaction. From a dataset of Forward reaction prediction with 1.9M reactions from USPTO patents (1976-2016). (1) Given the reactants [C:1]([C:3]1[C:4]2[O:26][CH:25]=[C:24]([C:27]3[CH:28]=[C:29]4[C:33](=[CH:34][CH:35]=3)[N:32]([C:36](=[O:46])[CH2:37][C:38]3[CH:43]=[C:42]([F:44])[CH:41]=[CH:40][C:39]=3[F:45])[CH2:31][CH2:30]4)[C:5]=2[C:6]([N:9](C(OC(C)(C)C)=O)C(OC(C)(C)C)=O)=[N:7][CH:8]=1)#[N:2].Cl.O1CCOCC1, predict the reaction product. The product is: [NH2:9][C:6]1[C:5]2[C:24]([C:27]3[CH:28]=[C:29]4[C:33](=[CH:34][CH:35]=3)[N:32]([C:36](=[O:46])[CH2:37][C:38]3[CH:43]=[C:42]([F:44])[CH:41]=[CH:40][C:39]=3[F:45])[CH2:31][CH2:30]4)=[CH:25][O:26][C:4]=2[C:3]([C:1]#[N:2])=[CH:8][N:7]=1. (2) Given the reactants CCCC[N+](CCCC)(CCCC)CCCC.[F-].[Si]([O:26][C@@H:27]([CH3:52])[CH2:28][O:29][NH:30][C:31]([C:33]1[N:41]([CH3:42])[C:40]2[CH:39]=[CH:38][N:37]=[CH:36][C:35]=2[C:34]=1[NH:43][C:44]1[CH:49]=[CH:48][C:47]([I:50])=[CH:46][C:45]=1[F:51])=[O:32])(C(C)(C)C)(C)C, predict the reaction product. The product is: [OH:26][C@@H:27]([CH3:52])[CH2:28][O:29][NH:30][C:31]([C:33]1[N:41]([CH3:42])[C:40]2[CH:39]=[CH:38][N:37]=[CH:36][C:35]=2[C:34]=1[NH:43][C:44]1[CH:49]=[CH:48][C:47]([I:50])=[CH:46][C:45]=1[F:51])=[O:32]. (3) Given the reactants Br[C:2]1[CH:7]=[CH:6][CH:5]=[CH:4][C:3]=1[CH2:8][C:9]([OH:11])=[O:10].[CH3:12][O:13][C:14]1[CH:20]=[CH:19][C:18]([N+:21]([O-:23])=[O:22])=[CH:17][C:15]=1[NH2:16], predict the reaction product. The product is: [CH3:12][O:13][C:14]1[CH:20]=[CH:19][C:18]([N+:21]([O-:23])=[O:22])=[CH:17][C:15]=1[NH:16][C:2]1[CH:7]=[CH:6][CH:5]=[CH:4][C:3]=1[CH2:8][C:9]([OH:11])=[O:10]. (4) Given the reactants [CH:1]1([S:4]([NH2:7])(=[O:6])=[O:5])[CH2:3][CH2:2]1.[H-].[Na+].[F:10][C:11]1[CH:16]=[CH:15][C:14]([N:17]2[CH2:22][CH2:21][O:20][CH2:19][CH2:18]2)=[CH:13][C:12]=1[CH:23]1[C:32]([CH3:34])([CH3:33])[CH2:31][C:30]2[C:25](=[CH:26][CH:27]=[C:28]([C:35](O)=[O:36])[CH:29]=2)[NH:24]1.C(N1C=CN=C1)(N1C=CN=C1)=O, predict the reaction product. The product is: [F:10][C:11]1[CH:16]=[CH:15][C:14]([N:17]2[CH2:22][CH2:21][O:20][CH2:19][CH2:18]2)=[CH:13][C:12]=1[CH:23]1[C:32]([CH3:33])([CH3:34])[CH2:31][C:30]2[C:25](=[CH:26][CH:27]=[C:28]([C:35]([NH:7][S:4]([CH:1]3[CH2:3][CH2:2]3)(=[O:6])=[O:5])=[O:36])[CH:29]=2)[NH:24]1.